Dataset: Full USPTO retrosynthesis dataset with 1.9M reactions from patents (1976-2016). Task: Predict the reactants needed to synthesize the given product. (1) Given the product [CH3:1][O:2][C:3]1[N:8]=[C:7]2[C:9]([C:13]3[N:24]([S:25]([C:28]4[CH:33]=[CH:32][C:31]([CH3:34])=[CH:30][CH:29]=4)(=[O:27])=[O:26])[C:16]4=[N:17][CH:18]=[CH:19][C:20]([CH2:21][NH2:22])=[C:15]4[CH:14]=3)=[CH:10][N:11]([CH3:12])[C:6]2=[CH:5][C:4]=1[O:35][CH3:36], predict the reactants needed to synthesize it. The reactants are: [CH3:1][O:2][C:3]1[N:8]=[C:7]2[C:9]([C:13]3[N:24]([S:25]([C:28]4[CH:33]=[CH:32][C:31]([CH3:34])=[CH:30][CH:29]=4)(=[O:27])=[O:26])[C:16]4[N:17]=[CH:18][CH:19]=[C:20]([CH:21]=[N:22]O)[C:15]=4[CH:14]=3)=[CH:10][N:11]([CH3:12])[C:6]2=[CH:5][C:4]=1[O:35][CH3:36].C(O)=O.[OH-].[Na+]. (2) The reactants are: [CH:1]1[C:14]2[CH2:13][C:12]3[C:7](=[CH:8][CH:9]=[CH:10][CH:11]=3)[NH:6][C:5]=2[CH:4]=[CH:3][CH:2]=1.C(P(C(C)(C)C)C(C)(C)C)(C)(C)C.CC(C)([O-])C.[Na+].Br[C:35]1[CH:40]=[CH:39][C:38]([C:41]2[S:42][C:43]3[CH:49]=[CH:48][CH:47]=[CH:46][C:44]=3[N:45]=2)=[CH:37][CH:36]=1. Given the product [S:42]1[C:43]2[CH:49]=[CH:48][CH:47]=[CH:46][C:44]=2[N:45]=[C:41]1[C:38]1[CH:39]=[CH:40][C:35]([N:6]2[C:7]3[C:12](=[CH:11][CH:10]=[CH:9][CH:8]=3)[CH2:13][C:14]3[CH:1]=[CH:2][CH:3]=[CH:4][C:5]2=3)=[CH:36][CH:37]=1, predict the reactants needed to synthesize it. (3) Given the product [Cl:1][C:2]1[CH:3]=[C:4]([CH:27]=[CH:28][C:29]=1[F:30])[NH:5][C:6]1[C:15]2[C:10](=[CH:11][C:12]([O:22][CH2:23][CH2:24][CH2:25][N:31]3[CH2:36][CH2:35][O:34][CH2:33][CH2:32]3)=[CH:13][C:14]=2[O:16][CH:17]2[CH2:21][CH2:20][O:19][CH2:18]2)[N:9]=[CH:8][N:7]=1, predict the reactants needed to synthesize it. The reactants are: [Cl:1][C:2]1[CH:3]=[C:4]([CH:27]=[CH:28][C:29]=1[F:30])[NH:5][C:6]1[C:15]2[C:10](=[CH:11][C:12]([O:22][CH2:23][CH2:24][CH2:25]Cl)=[CH:13][C:14]=2[O:16][CH:17]2[CH2:21][CH2:20][O:19][CH2:18]2)[N:9]=[CH:8][N:7]=1.[NH:31]1[CH2:36][CH2:35][O:34][CH2:33][CH2:32]1. (4) Given the product [CH2:3]([CH:10]1[CH2:15][CH2:14][CH2:13][CH:12]([Br:1])[C:11]1=[O:16])[C:4]1[CH:9]=[CH:8][CH:7]=[CH:6][CH:5]=1, predict the reactants needed to synthesize it. The reactants are: [Br:1]Br.[CH2:3]([CH:10]1[CH2:15][CH2:14][CH2:13][CH2:12][C:11]1=[O:16])[C:4]1[CH:9]=[CH:8][CH:7]=[CH:6][CH:5]=1.